Dataset: Full USPTO retrosynthesis dataset with 1.9M reactions from patents (1976-2016). Task: Predict the reactants needed to synthesize the given product. (1) Given the product [Cl:18][C:19]1[CH:20]=[CH:21][C:22]([C:25]2[O:29][N:28]=[C:27]([CH2:30][N:10]3[CH2:9][C@H:8]([C:11]4[CH:12]=[CH:13][CH:14]=[CH:15][CH:16]=4)[NH:7][C:6](=[O:17])[C@@H:5]3[CH2:1][CH:2]([CH3:4])[CH3:3])[CH:26]=2)=[CH:23][CH:24]=1, predict the reactants needed to synthesize it. The reactants are: [CH2:1]([C@@H:5]1[NH:10][CH2:9][C@H:8]([C:11]2[CH:16]=[CH:15][CH:14]=[CH:13][CH:12]=2)[NH:7][C:6]1=[O:17])[CH:2]([CH3:4])[CH3:3].[Cl:18][C:19]1[CH:24]=[CH:23][C:22]([C:25]2[O:29][N:28]=[C:27]([CH:30]=O)[CH:26]=2)=[CH:21][CH:20]=1.C([C@@H]1N(CC2C=C(C3C=CC=CC=3)ON=2)C[C@H](CC(C)C)NC1=O)C(C)C. (2) Given the product [NH2:1][C:2]1[C:3]2[C:11](=[O:12])[CH:10]=[CH:9][N:8]([CH:28]([C:26]3[C:25]([O:31][CH2:32][CH3:33])=[C:24]([CH:34]4[CH2:37][N:36]([C:38]([O:40][CH2:41][C:42]5[CH:43]=[CH:44][CH:45]=[CH:46][CH:47]=5)=[O:39])[CH2:35]4)[C:23]([CH3:48])=[C:22]([Cl:21])[CH:27]=3)[CH3:29])[C:4]=2[N:5]=[CH:6][N:7]=1, predict the reactants needed to synthesize it. The reactants are: [NH2:1][C:2]1[C:3]2[C:11](=[O:12])[CH:10]=[CH:9][NH:8][C:4]=2[N:5]=[CH:6][N:7]=1.C(=O)([O-])[O-].[Cs+].[Cs+].[I-].[K+].[Cl:21][C:22]1[C:23]([CH3:48])=[C:24]([CH:34]2[CH2:37][N:36]([C:38]([O:40][CH2:41][C:42]3[CH:47]=[CH:46][CH:45]=[CH:44][CH:43]=3)=[O:39])[CH2:35]2)[C:25]([O:31][CH2:32][CH3:33])=[C:26]([CH:28](Cl)[CH3:29])[CH:27]=1. (3) Given the product [OH:12][CH:10]([C:7]1[O:8][C:2]([CH3:1])=[CH:3][C:4](=[O:5])[C:6]=1[OH:9])[CH3:11], predict the reactants needed to synthesize it. The reactants are: [CH3:1][C:2]1[O:8][CH:7]=[C:6]([OH:9])[C:4](=[O:5])[CH:3]=1.[CH:10](=[O:12])[CH3:11]. (4) Given the product [CH2:1]([O:8][C@H:9]([C@@H:14]([CH2:15][O:16][CH2:17][C:18]1[CH:23]=[CH:22][CH:21]=[CH:20][CH:19]=1)[OH:13])[C@H:10]([OH:24])[CH2:11][CH:12]=[O:28])[C:2]1[CH:7]=[CH:6][CH:5]=[CH:4][CH:3]=1, predict the reactants needed to synthesize it. The reactants are: [CH2:1]([O:8][C@@H:9]1[C@@H:14]([CH2:15][O:16][CH2:17][C:18]2[CH:23]=[CH:22][CH:21]=[CH:20][CH:19]=2)[O:13][CH:12]=[CH:11][C@H:10]1[OH:24])[C:2]1[CH:7]=[CH:6][CH:5]=[CH:4][CH:3]=1.O.Br.C(=O)([O-])[O-:28].[Na+].[Na+]. (5) Given the product [C:1]([C:4]1[CH:37]=[CH:36][C:7]2[NH:8][C:9]([C:11]3[CH:12]=[C:13]([C:29]([CH3:34])([CH3:35])[C:30]([OH:32])=[O:31])[CH:14]=[C:15]([C:18]4[CH:23]=[C:22]([S:24](=[O:26])(=[O:27])[NH2:25])[CH:21]=[CH:20][C:19]=4[OH:28])[C:16]=3[OH:17])=[N:10][C:6]=2[CH:5]=1)(=[NH:2])[NH2:3], predict the reactants needed to synthesize it. The reactants are: [C:1]([C:4]1[CH:37]=[CH:36][C:7]2[NH:8][C:9]([C:11]3[CH:12]=[C:13]([C:29]([CH3:35])([CH3:34])[C:30]([O:32]C)=[O:31])[CH:14]=[C:15]([C:18]4[CH:23]=[C:22]([S:24](=[O:27])(=[O:26])[NH2:25])[CH:21]=[CH:20][C:19]=4[OH:28])[C:16]=3[OH:17])=[N:10][C:6]=2[CH:5]=1)(=[NH:3])[NH2:2].Cl.N1C=CC=CC=1. (6) Given the product [CH3:7][O:8][C:9](=[O:18])[C:10]1[CH:15]=[C:14]([C:6]#[C:5][Si:2]([CH3:4])([CH3:3])[CH3:1])[C:13]([NH2:17])=[N:12][CH:11]=1, predict the reactants needed to synthesize it. The reactants are: [CH3:1][Si:2]([C:5]#[CH:6])([CH3:4])[CH3:3].[CH3:7][O:8][C:9](=[O:18])[C:10]1[CH:15]=[C:14](I)[C:13]([NH2:17])=[N:12][CH:11]=1.C(N(C(C)C)CC)(C)C. (7) Given the product [O:12]1[C:13]2[C:8](=[CH:7][CH:16]=[CH:15][CH:14]=2)[CH2:9][C@@H:10]([NH:17][C:18](=[O:23])[C:19]([F:22])([F:20])[F:21])[CH2:11]1, predict the reactants needed to synthesize it. The reactants are: FC(F)(F)S(O[C:7]1[CH:16]=[CH:15][CH:14]=[C:13]2[C:8]=1[CH2:9][C@@H:10]([NH:17][C:18](=[O:23])[C:19]([F:22])([F:21])[F:20])[CH2:11][O:12]2)(=O)=O.C1(P(C2C=CC=CC=2)C2C=CC=CC=2)C=CC=CC=1.C(N(CC)CC)C.C(O)=O. (8) Given the product [CH3:30][C:29]([CH3:32])([CH3:31])[C:28]([NH:27][C:24]1[CH:25]=[CH:26][C:21]([O:20][CH2:15][CH2:14][O:13][C:10]2[CH:9]=[CH:8][C:7]([CH2:6][CH:5]([O:17][CH3:18])[C:4]([OH:3])=[O:19])=[CH:12][CH:11]=2)=[CH:22][CH:23]=1)=[O:33], predict the reactants needed to synthesize it. The reactants are: C([O:3][C:4](=[O:19])[C@@H:5]([O:17][CH3:18])[CH2:6][C:7]1[CH:12]=[CH:11][C:10]([O:13][CH2:14][CH2:15]Br)=[CH:9][CH:8]=1)C.[OH:20][C:21]1[CH:26]=[CH:25][C:24]([NH:27][C:28](=[O:33])[C:29]([CH3:32])([CH3:31])[CH3:30])=[CH:23][CH:22]=1.CO[C@@H](CC1C=CC(OCCCOC2C=CC=CC=2)=CC=1)C(O)=O.